From a dataset of Full USPTO retrosynthesis dataset with 1.9M reactions from patents (1976-2016). Predict the reactants needed to synthesize the given product. (1) Given the product [O:1]1[CH:5]=[CH:4][CH:3]=[C:2]1[CH2:6][N:7]([CH2:20][C:21]1[CH:22]=[CH:23][C:24]([S:27][C:28]([CH3:37])([CH3:36])[C:29]([OH:31])=[O:30])=[CH:25][CH:26]=1)[CH2:8][C:9]1[O:13][N:12]=[C:11]([C:14]2[CH:19]=[CH:18][CH:17]=[CH:16][CH:15]=2)[N:10]=1, predict the reactants needed to synthesize it. The reactants are: [O:1]1[CH:5]=[CH:4][CH:3]=[C:2]1[CH2:6][N:7]([CH2:20][C:21]1[CH:26]=[CH:25][C:24]([S:27][C:28]([CH3:37])([CH3:36])[C:29]([O:31]C(C)(C)C)=[O:30])=[CH:23][CH:22]=1)[CH2:8][C:9]1[O:13][N:12]=[C:11]([C:14]2[CH:19]=[CH:18][CH:17]=[CH:16][CH:15]=2)[N:10]=1. (2) The reactants are: Br[C:2]1[CH:3]=[C:4]([NH:8][C:9](=[O:27])[C:10]2[CH:15]=[CH:14][N:13]=[C:12]([NH:16][C:17]3[CH:22]=[CH:21][C:20]([C:23]([F:26])([F:25])[F:24])=[CH:19][N:18]=3)[CH:11]=2)[CH:5]=[N:6][CH:7]=1.CC1C=CC(OC)=C(P(C(C)(C)C)C(C)(C)C)C=1C1C(C(C)C)=CC(C(C)C)=CC=1C(C)C.[NH:61]1[CH:65]=[C:64]([C:66]#[N:67])[CH:63]=[N:62]1.[O-]P([O-])([O-])=O.[K+].[K+].[K+]. Given the product [C:66]([C:64]1[CH:65]=[N:61][N:62]([C:2]2[CH:3]=[C:4]([NH:8][C:9](=[O:27])[C:10]3[CH:15]=[CH:14][N:13]=[C:12]([NH:16][C:17]4[CH:22]=[CH:21][C:20]([C:23]([F:26])([F:25])[F:24])=[CH:19][N:18]=4)[CH:11]=3)[CH:5]=[N:6][CH:7]=2)[CH:63]=1)#[N:67], predict the reactants needed to synthesize it. (3) Given the product [Cl:21][C:22]1[CH:23]=[C:24]([NH:25][C:12](=[O:20])[O:13][C:14]2[CH:19]=[CH:18][CH:17]=[CH:16][CH:15]=2)[CH:26]=[C:27]([F:30])[C:28]=1[F:29], predict the reactants needed to synthesize it. The reactants are: FC(C1C=C(N[C:12](=[O:20])[O:13][C:14]2[CH:19]=[CH:18][CH:17]=[CH:16][CH:15]=2)C=CC=1)(F)C.[Cl:21][C:22]1[CH:23]=[C:24]([CH:26]=[C:27]([F:30])[C:28]=1[F:29])[NH2:25].FC(C1C=C(C=CC=1)N)(F)C.